The task is: Predict the reactants needed to synthesize the given product.. This data is from Full USPTO retrosynthesis dataset with 1.9M reactions from patents (1976-2016). (1) Given the product [C:1]([O:5][C:6](=[O:17])[NH:7][C:8]1[CH:13]=[CH:12][C:11]([F:14])=[C:10]([CH2:15][O:16][C:21]2[CH:26]=[N:25][CH:24]=[CH:23][N:22]=2)[CH:9]=1)([CH3:4])([CH3:2])[CH3:3], predict the reactants needed to synthesize it. The reactants are: [C:1]([O:5][C:6](=[O:17])[NH:7][C:8]1[CH:13]=[CH:12][C:11]([F:14])=[C:10]([CH2:15][OH:16])[CH:9]=1)([CH3:4])([CH3:3])[CH3:2].[H-].[Na+].Cl[C:21]1[CH:26]=[N:25][CH:24]=[CH:23][N:22]=1. (2) Given the product [Cl:1][C:2]1[N:7]=[CH:6][C:5]([CH:8]([CH3:12])[C:9]([NH:59][C:56]2[CH:55]=[CH:54][C:53]([C:51]3[CH:50]=[CH:49][N:48]=[C:47]([CH3:46])[CH:52]=3)=[CH:58][CH:57]=2)=[O:11])=[CH:4][CH:3]=1, predict the reactants needed to synthesize it. The reactants are: [Cl:1][C:2]1[N:7]=[CH:6][C:5]([CH:8]([CH3:12])[C:9]([OH:11])=O)=[CH:4][CH:3]=1.C1CN([P+](ON2N=NC3C=CC=CC2=3)(N2CCCC2)N2CCCC2)CC1.F[P-](F)(F)(F)(F)F.[CH3:46][C:47]1[CH:52]=[C:51]([C:53]2[CH:58]=[CH:57][C:56]([NH2:59])=[CH:55][CH:54]=2)[CH:50]=[CH:49][N:48]=1.C(N(CC)CC)C. (3) The reactants are: [C:1]([O:5][C:6]([NH:8][CH2:9][CH2:10][C:11]1[CH:16]=[CH:15][CH:14]=[CH:13][N:12]=1)=[O:7])([CH3:4])([CH3:3])[CH3:2]. Given the product [C:1]([O:5][C:6]([NH:8][CH2:9][CH2:10][CH:11]1[CH2:16][CH2:15][CH2:14][CH2:13][NH:12]1)=[O:7])([CH3:4])([CH3:2])[CH3:3], predict the reactants needed to synthesize it. (4) Given the product [NH:25]([C:2]([NH:1][C:20]1[CH:21]=[CH:22][CH:23]=[C:18]([S:17][CH2:16][C:11]2[CH:12]=[CH:13][CH:14]=[CH:15][C:10]=2[C:4]2[CH:9]=[CH:8][CH:7]=[CH:6][CH:5]=2)[CH:19]=1)=[S:3])[NH2:26], predict the reactants needed to synthesize it. The reactants are: [N-:1]=[C:2]=[S:3].[C:4]1([C:10]2[CH:15]=[CH:14][CH:13]=[CH:12][C:11]=2[CH2:16][S:17][C:18]2[CH:19]=[CH:20][CH:21]=[CH:22][CH:23]=2)[CH:9]=[CH:8][CH:7]=[CH:6][CH:5]=1.O.[NH2:25][NH2:26]. (5) Given the product [O-:30][N+:6]1[C:7]2[C:2](=[CH:1][CH:10]=[CH:9][CH:8]=2)[C:3]2[N:13]3[C@@H:14]([C:18]([OH:21])([CH3:19])[CH3:20])[CH2:15][O:16][CH2:17][C:12]3=[N:11][C:4]=2[CH:5]=1, predict the reactants needed to synthesize it. The reactants are: [CH:1]1[CH:10]=[CH:9][CH:8]=[C:7]2[C:2]=1[C:3]1[N:13]3[C@@H:14]([C:18]([OH:21])([CH3:20])[CH3:19])[CH2:15][O:16][CH2:17][C:12]3=[N:11][C:4]=1[CH:5]=[N:6]2.C1C=C(Cl)C=C(C(OO)=[O:30])C=1.C([O-])([O-])=O.[Na+].[Na+].